Dataset: Forward reaction prediction with 1.9M reactions from USPTO patents (1976-2016). Task: Predict the product of the given reaction. (1) The product is: [Cl:17][C:18]1[CH:23]=[CH:22][C:5]([CH:4]([N:2]([CH3:3])[CH3:1])[CH:7]2[CH2:16][CH2:15][C:10]3([O:14][CH2:13][CH2:12][O:11]3)[CH2:9][CH2:8]2)=[CH:20][CH:19]=1. Given the reactants [CH3:1][N:2]([CH:4]([CH:7]1[CH2:16][CH2:15][C:10]2([O:14][CH2:13][CH2:12][O:11]2)[CH2:9][CH2:8]1)[C:5]#N)[CH3:3].[Cl:17][C:18]1[CH:23]=[CH:22]C([Mg]Br)=[CH:20][CH:19]=1.[Cl-].[NH4+].O, predict the reaction product. (2) Given the reactants [NH:1](C(OC(C)(C)C)=O)[C@H:2]([C:5]([OH:7])=[O:6])[CH2:3][NH2:4].[N:15]1([CH2:20][CH2:21][NH2:22])[CH:19]=[CH:18][N:17]=[CH:16]1.[C:23]([OH:29])([C:25]([F:28])([F:27])[F:26])=[O:24], predict the reaction product. The product is: [NH2:1][C@H:2]([C:5]([OH:7])=[O:6])[CH2:3][NH2:4].[OH:29][C:23]([C:25]([F:28])([F:27])[F:26])=[O:24].[N:15]1([CH2:20][CH2:21][NH2:22])[CH:19]=[CH:18][N:17]=[CH:16]1.